From a dataset of Full USPTO retrosynthesis dataset with 1.9M reactions from patents (1976-2016). Predict the reactants needed to synthesize the given product. (1) The reactants are: Cl[C:2]1[CH:7]=[CH:6][N:5]=[C:4]([S:8][CH3:9])[N:3]=1.[CH3:10][N:11]1[CH:15]=[C:14](B2OC(C)(C)C(C)(C)O2)[CH:13]=[N:12]1.C([O-])([O-])=O.[Na+].[Na+]. Given the product [CH3:10][N:11]1[CH:15]=[C:14]([C:2]2[CH:7]=[CH:6][N:5]=[C:4]([S:8][CH3:9])[N:3]=2)[CH:13]=[N:12]1, predict the reactants needed to synthesize it. (2) The reactants are: [CH3:1][CH:2]1[CH2:6][CH2:5][CH2:4][CH:3]1[NH2:7].C(N(CC)CC)C.[F:15][C:16]1[CH:17]=[C:18]([CH:22]=[C:23]([F:29])[C:24]=1[O:25][CH2:26][C:27]#[CH:28])[C:19](Cl)=[O:20]. Given the product [CH3:1][CH:2]1[CH2:6][CH2:5][CH2:4][CH:3]1[NH:7][C:19](=[O:20])[C:18]1[CH:22]=[C:23]([F:29])[C:24]([O:25][CH2:26][C:27]#[CH:28])=[C:16]([F:15])[CH:17]=1, predict the reactants needed to synthesize it. (3) Given the product [Br:6][C:7]1[CH:8]=[CH:9][C:10]2[O:11][C:12]3[C:13](=[CH:17][CH:18]=[C:19]([CH3:21])[CH:20]=3)[C:14](=[O:16])[C:22]=2[CH:23]=1, predict the reactants needed to synthesize it. The reactants are: S(=O)(=O)(O)O.[Br:6][C:7]1[CH:23]=[CH:22][C:10]([O:11][C:12]2[CH:20]=[C:19]([CH3:21])[CH:18]=[CH:17][C:13]=2[C:14]([OH:16])=O)=[CH:9][CH:8]=1.